This data is from Full USPTO retrosynthesis dataset with 1.9M reactions from patents (1976-2016). The task is: Predict the reactants needed to synthesize the given product. Given the product [CH2:51]([CH:38]([CH2:39][CH2:40][CH2:41][CH2:42][CH2:43][CH2:44][CH2:45][CH2:46][CH2:47][CH3:48])[CH2:37][N:36]=[C:34]([C:19]1[C:20]2[C:21]([C:31]([OH:33])=[O:32])=[C:22]([Br:30])[C:23]([Br:29])=[C:24]([C:26]([OH:28])=[O:27])[C:25]=2[C:16]([C:14](=[N:13][CH2:12][CH:11]([CH2:1][CH2:2][CH2:3][CH2:4][CH2:5][CH2:6][CH2:7][CH3:8])[CH2:63][CH2:64][CH2:65][CH2:66][CH2:67][CH2:68][CH2:69][CH2:70][CH2:71][CH3:72])[OH:15])=[C:17]([Br:62])[C:18]=1[Br:61])[OH:35])[CH2:52][CH2:53][CH2:54][CH2:55][CH2:56][CH2:57][CH3:58], predict the reactants needed to synthesize it. The reactants are: [CH2:1]([CH:11]([CH2:63][CH2:64][CH2:65][CH2:66][CH2:67][CH2:68][CH2:69][CH2:70][CH2:71][CH2:72]CC)[CH2:12][N:13]=[C:14]([C:16]1[C:25]2[C:24]([C:26]([OH:28])=[O:27])=[C:23]([Br:29])[C:22]([Br:30])=[C:21]([C:31]([OH:33])=[O:32])[C:20]=2[C:19]([C:34](=[N:36][CH2:37][CH:38]([CH2:51][CH2:52][CH2:53][CH2:54][CH2:55][CH2:56][CH2:57][CH2:58]CC)[CH2:39][CH2:40][CH2:41][CH2:42][CH2:43][CH2:44][CH2:45][CH2:46][CH2:47][CH2:48]CC)[OH:35])=[C:18]([Br:61])[C:17]=1[Br:62])[OH:15])[CH2:2][CH2:3][CH2:4][CH2:5][CH2:6][CH2:7][CH2:8]CC.C(C(CCCCCCCCCC)CN)CCCCCCC.